This data is from Full USPTO retrosynthesis dataset with 1.9M reactions from patents (1976-2016). The task is: Predict the reactants needed to synthesize the given product. (1) Given the product [NH2:3][CH2:2][CH2:1][NH:4][CH:7]([CH2:8][C:9]([O:11][CH2:12][CH3:13])=[O:10])[CH2:6][C:5]([O:15][CH2:16][CH3:17])=[O:14], predict the reactants needed to synthesize it. The reactants are: [CH2:1]([NH2:4])[CH2:2][NH2:3].[C:5]([O:15][CH2:16][CH3:17])(=[O:14])[CH:6]=[CH:7][CH2:8][C:9]([O:11][CH2:12][CH3:13])=[O:10]. (2) Given the product [C:24]([O:23][C:21](=[O:22])[NH:2][C:3]1[C:12]2[C:7](=[CH:8][CH:9]=[CH:10][CH:11]=2)[C:6]([OH:13])=[CH:5][CH:4]=1)([CH3:27])([CH3:26])[CH3:25], predict the reactants needed to synthesize it. The reactants are: Cl.[NH2:2][C:3]1[C:12]2[C:7](=[CH:8][CH:9]=[CH:10][CH:11]=2)[C:6]([OH:13])=[CH:5][CH:4]=1.C(N(CC)CC)C.[C:21](O[C:21]([O:23][C:24]([CH3:27])([CH3:26])[CH3:25])=[O:22])([O:23][C:24]([CH3:27])([CH3:26])[CH3:25])=[O:22]. (3) Given the product [NH2:15][C:12]1[CH:13]=[CH:14][C:9]([CH2:8][N:6]2[CH2:5][CH2:4][N:3]([C:18]([O:20][C:21]([CH3:24])([CH3:23])[CH3:22])=[O:19])[C@@H:2]([CH3:1])[CH2:7]2)=[CH:10][CH:11]=1, predict the reactants needed to synthesize it. The reactants are: [CH3:1][C@H:2]1[CH2:7][N:6]([CH2:8][C:9]2[CH:14]=[CH:13][C:12]([N+:15]([O-])=O)=[CH:11][CH:10]=2)[CH2:5][CH2:4][N:3]1[C:18]([O:20][C:21]([CH3:24])([CH3:23])[CH3:22])=[O:19].[OH-].[K+]. (4) Given the product [C:20]([O:24][C:25]([N:27]1[CH:28]2[CH2:34][CH2:33][CH:32]1[CH2:31][N:30]([C:35]([C:37]1[CH:38]=[N:39][C:40]([NH:43][C:10]3[N:11]=[CH:12][C:7]4[CH:6]=[C:5]([C:3](=[O:4])[NH:2][CH3:1])[N:14]([CH:15]5[CH2:19][CH2:18][CH2:17][CH2:16]5)[C:8]=4[N:9]=3)=[CH:41][CH:42]=1)=[O:36])[CH2:29]2)=[O:26])([CH3:23])([CH3:21])[CH3:22], predict the reactants needed to synthesize it. The reactants are: [CH3:1][NH:2][C:3]([C:5]1[N:14]([CH:15]2[CH2:19][CH2:18][CH2:17][CH2:16]2)[C:8]2[N:9]=[C:10](Cl)[N:11]=[CH:12][C:7]=2[CH:6]=1)=[O:4].[C:20]([O:24][C:25]([N:27]1[CH:32]2[CH2:33][CH2:34][CH:28]1[CH2:29][N:30]([C:35]([C:37]1[CH:38]=[N:39][C:40]([NH2:43])=[CH:41][CH:42]=1)=[O:36])[CH2:31]2)=[O:26])([CH3:23])([CH3:22])[CH3:21]. (5) Given the product [CH:2]12[NH:12][CH:14]([CH2:15][CH2:8][CH2:1]1)[CH2:13][C:5](=[O:6])[CH2:4]2, predict the reactants needed to synthesize it. The reactants are: [CH2:1]([C:8](O)=O)[C:2]([CH2:4][C:5](O)=[O:6])=O.O.[NH3:12].[CH:13](=O)[CH2:14][CH2:15]CC=O. (6) Given the product [C:1]([O:5][C:6](=[O:22])[N:7]([C:8]1[CH:13]=[CH:12][C:11]([O:14][CH2:15][C:16]2[CH:17]=[CH:18][CH:19]=[CH:20][CH:21]=2)=[CH:10][CH:9]=1)[CH2:26][CH3:27])([CH3:4])([CH3:2])[CH3:3], predict the reactants needed to synthesize it. The reactants are: [C:1]([O:5][C:6](=[O:22])[NH:7][C:8]1[CH:13]=[CH:12][C:11]([O:14][CH2:15][C:16]2[CH:21]=[CH:20][CH:19]=[CH:18][CH:17]=2)=[CH:10][CH:9]=1)([CH3:4])([CH3:3])[CH3:2].[H-].[Na+].I[CH2:26][CH3:27]. (7) The reactants are: F[C:2]1[N:7]=[CH:6][C:5]([C:8]2[CH:13]=[CH:12][C:11]([C:14]3([C:17]([N:19]4[CH2:23][CH2:22][C@@:21]5([C:27]6[CH:28]=[CH:29][CH:30]=[CH:31][C:26]=6[C:25](=[O:32])[O:24]5)[CH2:20]4)=[O:18])[CH2:16][CH2:15]3)=[CH:10][CH:9]=2)=[CH:4][CH:3]=1.C([O-])(=[O:35])C.[NH4+].CS(C)=O.C1(O)C=CC=CC=1.NC1C=CC=CC=1. Given the product [OH:35][C:2]1[N:7]=[CH:6][C:5]([C:8]2[CH:13]=[CH:12][C:11]([C:14]3([C:17]([N:19]4[CH2:23][CH2:22][C@@:21]5([C:27]6[CH:28]=[CH:29][CH:30]=[CH:31][C:26]=6[C:25](=[O:32])[O:24]5)[CH2:20]4)=[O:18])[CH2:16][CH2:15]3)=[CH:10][CH:9]=2)=[CH:4][CH:3]=1, predict the reactants needed to synthesize it. (8) Given the product [F:31][C:30]([F:33])([F:32])[S:27]([O:8][C:6]1[CH2:7][C@H:2]([CH3:1])[O:3][C@@H:4]([CH3:9])[CH:5]=1)(=[O:29])=[O:28], predict the reactants needed to synthesize it. The reactants are: [CH3:1][C@H:2]1[CH2:7][C:6](=[O:8])[CH2:5][C@H:4]([CH3:9])[O:3]1.[Li+].C[Si]([N-][Si](C)(C)C)(C)C.C1C=CC(N([S:27]([C:30]([F:33])([F:32])[F:31])(=[O:29])=[O:28])[S:27]([C:30]([F:33])([F:32])[F:31])(=[O:29])=[O:28])=CC=1. (9) The reactants are: [N:1]12[CH2:9][C:5]([C:10]3[CH:11]=[CH:12][C:13](O)=[N:14][CH:15]=3)([CH2:6][CH2:7][CH2:8]1)[CH2:4][CH2:3][CH2:2]2.P(Cl)(Cl)([Cl:19])=O.[OH-].[Na+]. Given the product [Cl:19][C:13]1[N:14]=[CH:15][C:10]([C:5]23[CH2:9][N:1]([CH2:8][CH2:7][CH2:6]2)[CH2:2][CH2:3][CH2:4]3)=[CH:11][CH:12]=1, predict the reactants needed to synthesize it.